Predict the product of the given reaction. From a dataset of Forward reaction prediction with 1.9M reactions from USPTO patents (1976-2016). (1) Given the reactants Cl[C:2]1[N:11]=[C:10]([N:12]2[CH2:17][CH2:16][O:15][CH2:14][CH2:13]2)[C:9]2[C:4](=[C:5]3[CH:20]=[CH:19][N:18]([S:21]([CH3:24])(=[O:23])=[O:22])[C:6]3=[CH:7][CH:8]=2)[N:3]=1.[NH2:25][C:26]1[CH:31]=[CH:30][C:29](B(O)O)=[CH:28][CH:27]=1.C([O-])([O-])=O.[Na+].[Na+], predict the reaction product. The product is: [CH3:24][S:21]([N:18]1[C:6]2=[CH:7][CH:8]=[C:9]3[C:4]([N:3]=[C:2]([C:29]4[CH:30]=[CH:31][C:26]([NH2:25])=[CH:27][CH:28]=4)[N:11]=[C:10]3[N:12]3[CH2:17][CH2:16][O:15][CH2:14][CH2:13]3)=[C:5]2[CH:20]=[CH:19]1)(=[O:23])=[O:22]. (2) Given the reactants Cl[C:2]1[N:7]=[C:6]([C:8]2[C:9]([C:18]3[CH:19]=[C:20]([NH:24][C:25](=[O:32])[CH2:26][C:27]4[S:28][CH:29]=[CH:30][CH:31]=4)[CH:21]=[CH:22][CH:23]=3)=[N:10][N:11]3[CH:16]=[CH:15][CH:14]=[C:13]([F:17])[C:12]=23)[CH:5]=[CH:4][N:3]=1.[CH3:33][N:34]1[CH2:43][CH2:42][C:41]2[C:36](=[CH:37][C:38]([NH2:44])=[CH:39][CH:40]=2)[CH2:35]1, predict the reaction product. The product is: [F:17][C:13]1[C:12]2[N:11]([N:10]=[C:9]([C:18]3[CH:19]=[C:20]([NH:24][C:25](=[O:32])[CH2:26][C:27]4[S:28][CH:29]=[CH:30][CH:31]=4)[CH:21]=[CH:22][CH:23]=3)[C:8]=2[C:6]2[CH:5]=[CH:4][N:3]=[C:2]([NH:44][C:38]3[CH:37]=[C:36]4[C:41]([CH2:42][CH2:43][N:34]([CH3:33])[CH2:35]4)=[CH:40][CH:39]=3)[N:7]=2)[CH:16]=[CH:15][CH:14]=1. (3) Given the reactants Cl[C:2]1[CH:17]=[C:6]2[C:7]3[C:12]([CH2:13][CH2:14][N:5]2[C:4](=[O:18])[N:3]=1)=[CH:11][C:10]([O:15][CH3:16])=[CH:9][CH:8]=3.[NH2:19][C:20]1[CH:21]=[C:22]([C:28]2[CH:33]=[CH:32][CH:31]=[CH:30][CH:29]=2)[CH:23]=[CH:24][C:25]=1[O:26][CH3:27], predict the reaction product. The product is: [CH3:16][O:15][C:10]1[CH:11]=[C:12]2[C:7](=[CH:8][CH:9]=1)[C:6]1=[CH:17][C:2]([NH:19][C:20]3[CH:21]=[C:22]([C:28]4[CH:29]=[CH:30][CH:31]=[CH:32][CH:33]=4)[CH:23]=[CH:24][C:25]=3[O:26][CH3:27])=[N:3][C:4](=[O:18])[N:5]1[CH2:14][CH2:13]2. (4) Given the reactants [Cl:1][C:2]1[C:10]([CH3:11])=[C:9]2[C:5]([C:6](=[O:13])C(=O)[NH:8]2)=[CH:4][CH:3]=1.[OH-:14].[Na+].OO.Cl, predict the reaction product. The product is: [NH2:8][C:9]1[C:10]([CH3:11])=[C:2]([Cl:1])[CH:3]=[CH:4][C:5]=1[C:6]([OH:13])=[O:14]. (5) Given the reactants C([NH:8][CH:9]1[CH2:14][CH:13]([C:15]2[CH:20]=[CH:19][N:18]=[CH:17][C:16]=2[N+:21]([O-])=O)[O:12][CH:11]([CH3:24])[CH:10]1[O:25][Si:26]([C:29]([CH3:32])([CH3:31])[CH3:30])([CH3:28])[CH3:27])C1C=CC=CC=1.[C:41](O[C:41]([O:43][C:44]([CH3:47])([CH3:46])[CH3:45])=[O:42])([O:43][C:44]([CH3:47])([CH3:46])[CH3:45])=[O:42], predict the reaction product. The product is: [NH2:21][C:16]1[CH:17]=[N:18][CH:19]=[CH:20][C:15]=1[CH:13]1[O:12][CH:11]([CH3:24])[CH:10]([O:25][Si:26]([C:29]([CH3:32])([CH3:31])[CH3:30])([CH3:27])[CH3:28])[CH:9]([NH:8][C:41](=[O:42])[O:43][C:44]([CH3:45])([CH3:46])[CH3:47])[CH2:14]1. (6) Given the reactants [CH2:1]([O:3][C:4]1[C:8]([CH3:9])=[C:7]([C:10]([OH:12])=O)[NH:6][N:5]=1)[CH3:2].[NH2:13][C@@H:14]([CH3:30])[CH2:15][N:16]1[CH:20]=[CH:19][C:18]([C:21]2[CH:28]=[CH:27][C:24]([C:25]#[N:26])=[C:23]([Cl:29])[CH:22]=2)=[N:17]1, predict the reaction product. The product is: [Cl:29][C:23]1[CH:22]=[C:21]([C:18]2[CH:19]=[CH:20][N:16]([CH2:15][C@@H:14]([NH:13][C:10]([C:7]3[NH:6][N:5]=[C:4]([O:3][CH2:1][CH3:2])[C:8]=3[CH3:9])=[O:12])[CH3:30])[N:17]=2)[CH:28]=[CH:27][C:24]=1[C:25]#[N:26]. (7) Given the reactants [CH3:1][O:2][CH2:3][CH2:4][C:5](Cl)=O.[NH2:8][C:9]1[CH:10]=[N:11][C:12]2[C:17]([C:18]=1[NH:19][CH2:20][CH2:21][CH2:22][CH2:23][CH2:24][C:25]([O:27][CH2:28][CH3:29])=[O:26])=[CH:16][CH:15]=[CH:14][CH:13]=2.C(N(CC)CC)C.C(O)C, predict the reaction product. The product is: [CH3:1][O:2][CH2:3][CH2:4][C:5]1[N:19]([CH2:20][CH2:21][CH2:22][CH2:23][CH2:24][C:25]([O:27][CH2:28][CH3:29])=[O:26])[C:18]2[C:17]3[CH:16]=[CH:15][CH:14]=[CH:13][C:12]=3[N:11]=[CH:10][C:9]=2[N:8]=1. (8) Given the reactants [CH3:1][O:2][C:3](=[O:9])[C@@H:4]1[CH2:8][CH2:7][CH2:6][NH:5]1.[Cl:10][CH2:11][C:12](Cl)=[O:13], predict the reaction product. The product is: [CH3:1][O:2][C:3]([CH:4]1[CH2:8][CH2:7][CH2:6][N:5]1[C:12](=[O:13])[CH2:11][Cl:10])=[O:9].